Dataset: Reaction yield outcomes from USPTO patents with 853,638 reactions. Task: Predict the reaction yield, written as a fraction of the theoretical maximum amount of product (1.0 means a 100% yield; for example, 0.34 means a 34% yield). (1) The reactants are [C:1]([O:5][C:6](=[O:40])[CH2:7][O:8][C:9]1[C:14]2[CH2:15][CH2:16][CH2:17][CH2:18][CH:19]([NH:20][S:21]([C:24]3[CH:29]=[CH:28][C:27]([C:30]4[CH:35]=[CH:34][CH:33]=[C:32]([C:36]([F:39])([F:38])[F:37])[CH:31]=4)=[CH:26][N:25]=3)(=[O:23])=[O:22])[C:13]=2[CH:12]=[CH:11][CH:10]=1)([CH3:4])([CH3:3])[CH3:2].CI.[C:43]([O-])([O-])=O.[K+].[K+]. The catalyst is CN(C=O)C. The product is [C:1]([O:5][C:6](=[O:40])[CH2:7][O:8][C:9]1[C:14]2[CH2:15][CH2:16][CH2:17][CH2:18][CH:19]([N:20]([CH3:43])[S:21]([C:24]3[CH:29]=[CH:28][C:27]([C:30]4[CH:35]=[CH:34][CH:33]=[C:32]([C:36]([F:39])([F:37])[F:38])[CH:31]=4)=[CH:26][N:25]=3)(=[O:23])=[O:22])[C:13]=2[CH:12]=[CH:11][CH:10]=1)([CH3:4])([CH3:2])[CH3:3]. The yield is 0.610. (2) The reactants are [NH:1]1[C:9]2[C:4](=[CH:5][C:6]([O:10][CH2:11][CH2:12][N:13]3[CH2:18][CH2:17][O:16][CH2:15][CH2:14]3)=[CH:7][CH:8]=2)C=[CH:2]1.P(Cl)(Cl)(Cl)=O.[OH-:24].[K+].Cl.Cl[CH2:28][CH2:29]Cl. The catalyst is CN(C)C=O. The product is [O:16]1[CH2:17][CH2:18][N:13]([CH2:12][CH2:11][O:10][C:6]2[CH:7]=[C:8]3[C:9](=[CH:4][CH:5]=2)[NH:1][CH:2]=[C:28]3[CH:29]=[O:24])[CH2:14][CH2:15]1. The yield is 0.500. (3) The reactants are [Cl:1][C:2]1[CH:11]=[CH:10][CH:9]=[C:8]2[C:3]=1[C:4](=[O:30])[N:5]([C:23]1[CH:28]=[CH:27][CH:26]=[C:25]([F:29])[CH:24]=1)[C:6]([C@@H:12]([NH:15]C(=O)OC(C)(C)C)[CH2:13][CH3:14])=[N:7]2.Cl. The catalyst is CCOC(C)=O. The product is [NH2:15][C@H:12]([C:6]1[N:5]([C:23]2[CH:28]=[CH:27][CH:26]=[C:25]([F:29])[CH:24]=2)[C:4](=[O:30])[C:3]2[C:8](=[CH:9][CH:10]=[CH:11][C:2]=2[Cl:1])[N:7]=1)[CH2:13][CH3:14]. The yield is 1.00.